From a dataset of Drug-target binding data from BindingDB using IC50 measurements. Regression. Given a target protein amino acid sequence and a drug SMILES string, predict the binding affinity score between them. We predict pIC50 (pIC50 = -log10(IC50 in M); higher means more potent). Dataset: bindingdb_ic50. (1) The compound is CC(C)(C)NC(=O)c1cncn1C1CCN(c2ccc(-c3nnc(C(F)(F)F)o3)cc2)CC1. The target protein sequence is MSGGAAEKQSSTPGSLFLSPPAPAPKNGSSSDSSVGEKLGAAAADAVTGRTEEYRRRRHTMDKDSRGAAATTTTTEHRFFRRSVICDSNATALELPGLPLSLPQPSIPAAVPQSAPPEPHREETVTATATSQVAQQPPAAAAPGEQAVAGPAPSTVPSSTSKDRPVSQPSLVGSKEEPPPARSGSGGGSAKEPQEERSQQQDDIEELETKAVGMSNDGRFLKFDIEIGRGSFKTVYKGLDTETTVEVAWCELQDRKLTKSERQRFKEEAEMLKGLQHPNIVRFYDSWESTVKGKKCIVLVTELMTSGTLKTYLKRFKVMKIKVLRSWCRQILKGLQFLHTRTPPIIHRDLKCDNIFITGPTGSVKIGDLGLATLKRASFAKSVIGTPEFMAPEMYEEKYDESVDVYAFGMCMLEMATSEYPYSECQNAAQIYRRVTSGVKPASFDKVAIPEVKEIIEGCIRQNKDERYSIKDLLNHAFFQEETGVRVELAE. The pIC50 is 7.4. (2) The small molecule is O=C(c1cnn[nH]1)N1CC2CCC(C1)N2S(=O)(=O)c1cccc(Br)c1. The target protein (P42330) has sequence MDSKHQCVKLNDGHFMPVLGFGTYAPPEVPRSKALEVTKLAIEAGFRHIDSAHLYNNEEQVGLAIRSKIADGSVKREDIFYTSKLWSTFHRPELVRPALENSLKKAQLDYVDLYLIHSPMSLKPGEELSPTDENGKVIFDIVDLCTTWEAMEKCKDAGLAKSIGVSNFNRRQLEMILNKPGLKYKPVCNQVECHPYFNRSKLLDFCKSKDIVLVAYSALGSQRDKRWVDPNSPVLLEDPVLCALAKKHKRTPALIALRYQLQRGVVVLAKSYNEQRIRQNVQVFEFQLTAEDMKAIDGLDRNLHYFNSDSFASHPNYPYSDEY. The pIC50 is 9.2. (3) The small molecule is NC(=O)C1CCN(C(=O)c2cncc(CS(=O)(=O)c3c(Cl)cccc3Cl)c2)CC1. The target protein sequence is GSHMASMTGGQQMGRGSNEEFRPEMLQGKKVIVTGASKGIGREMAYHLAKMGAHVVVTARSKETLQKVVSHCLELGAASAHYIAGTMEDMTFAEQFVAQAGKLMGGLDMLILNHITNTSLNLFHDDIHHVRKSMEVNFLSYVVLTVAALPMLKQSNGSIVVVSSLAGKVAYPMVAAYSASKFALDGFFSSIRKEYSVSRVNVSITLCVLGLIDTETAMKAVSGIVHMQAAPKEECALEIIKGGALRQEEVYYDSSRWTTLLIRNPCRKILEELYSTSYNMDRFINK. The pIC50 is 5.6. (4) The small molecule is O=C(COc1ccc(C(=O)Nc2cccc(F)c2)c2ccccc12)Nc1cccc(O)c1. The target protein (P20265) has sequence MATAASNHYSLLTSSASIVHAEPPGGMQQGAGGYREAQSLVQGDYGALQSNGHPLSHAHQWITALSHGGGGGGGGGGGGGGGGGGGGGDGSPWSTSPLGQPDIKPSVVVQQGGRGDELHGPGALQQQHQQQQQQQQQQQQQQQQQQQQQRPPHLVHHAANHHPGPGAWRSAAAAAHLPPSMGASNGGLLYSQPSFTVNGMLGAGGQPAGLHHHGLRDAHDEPHHADHHPHPHSHPHQQPPPPPPPQGPPGHPGAHHDPHSDEDTPTSDDLEQFAKQFKQRRIKLGFTQADVGLALGTLYGNVFSQTTICRFEALQLSFKNMCKLKPLLNKWLEEADSSSGSPTSIDKIAAQGRKRKKRTSIEVSVKGALESHFLKCPKPSAQEITSLADSLQLEKEVVRVWFCNRRQKEKRMTPPGGTLPGAEDVYGGSRDTPPHHGVQTPVQ. The pIC50 is 3.8. (5) The drug is CO[C@@H]1C(=O)N(C(C)=O)[C@@H]1C(C)=O. The target protein (P08419) has sequence MIRALLLSTLVAGALSCGLPANLPQLPRVVGGEDARPNSWPWQVSLQYDSSGQWRHTCGGTLVDQSWVLTAAHCISSSRTYRVVLGRHSLSTNEPGSLAVKVSKLVVHQDWNSNQLSNGNDIALLKLASPVSLTDKIQLGCLPAAGTILPNNYVCYVTGWGRLQTNGASPDILQQGQLLVVDYATCSKPGWWGSTVKTNMICAGGDGIISSCNGDSGGPLNCQGANGQWQVHGIVSFGSSLGCNYYHKPSVFTRVSNYIDWINSVIANN. The pIC50 is 4.6.